From a dataset of Forward reaction prediction with 1.9M reactions from USPTO patents (1976-2016). Predict the product of the given reaction. (1) Given the reactants [Cl:1][C:2]1[CH:3]=[N:4][C:5]([N:11]2[CH2:15][CH2:14][CH:13]([O:16][C:17]3[CH:22]=[CH:21][CH:20]=[C:19]([F:23])[CH:18]=3)[CH2:12]2)=[C:6]([CH:10]=1)[C:7]([OH:9])=O.Cl.[NH2:25][C:26]1([C:29]2[CH:38]=[CH:37][C:32]([C:33]([O:35][CH3:36])=[O:34])=[CH:31][CH:30]=2)[CH2:28][CH2:27]1, predict the reaction product. The product is: [Cl:1][C:2]1[CH:3]=[N:4][C:5]([N:11]2[CH2:15][CH2:14][CH:13]([O:16][C:17]3[CH:22]=[CH:21][CH:20]=[C:19]([F:23])[CH:18]=3)[CH2:12]2)=[C:6]([CH:10]=1)[C:7]([NH:25][C:26]1([C:29]2[CH:38]=[CH:37][C:32]([C:33]([O:35][CH3:36])=[O:34])=[CH:31][CH:30]=2)[CH2:28][CH2:27]1)=[O:9]. (2) Given the reactants [NH2:1][C:2]1[C:3]2[C:4]([C:19]3[CH:24]=[CH:23][CH:22]=[C:21]([O:25][CH3:26])[CH:20]=3)=[N:5][C:6]([S:17][CH3:18])=[N:7][C:8]=2[CH2:9][CH2:10][C:11]=1[C:12]([O:14][CH2:15][CH3:16])=[O:13].ClC1C(=O)C(C#N)=C(C#N)C(=O)C=1Cl, predict the reaction product. The product is: [NH2:1][C:2]1[C:11]([C:12]([O:14][CH2:15][CH3:16])=[O:13])=[CH:10][CH:9]=[C:8]2[C:3]=1[C:4]([C:19]1[CH:24]=[CH:23][CH:22]=[C:21]([O:25][CH3:26])[CH:20]=1)=[N:5][C:6]([S:17][CH3:18])=[N:7]2.